Predict the reactants needed to synthesize the given product. From a dataset of Full USPTO retrosynthesis dataset with 1.9M reactions from patents (1976-2016). The reactants are: Cl[C:2]1[CH:10]=[C:9]([NH:11][CH2:12][C:13]2[CH:18]=[CH:17][CH:16]=[C:15]([C:19]3[CH:24]=[CH:23][N:22]=[CH:21][CH:20]=3)[CH:14]=2)[C:5]([C:6]([NH2:8])=[O:7])=[CH:4][N:3]=1.[NH2:25][C:26]1[CH:36]=[CH:35][C:29]([C:30]([N:32]([CH3:34])[CH3:33])=[O:31])=[CH:28][CH:27]=1.C1C=CC(P(C2C(C3C(P(C4C=CC=CC=4)C4C=CC=CC=4)=CC=C4C=3C=CC=C4)=C3C(C=CC=C3)=CC=2)C2C=CC=CC=2)=CC=1.C([O-])([O-])=O.[Cs+].[Cs+]. Given the product [CH3:33][N:32]([CH3:34])[C:30]([C:29]1[CH:35]=[CH:36][C:26]([NH:25][C:2]2[CH:10]=[C:9]([NH:11][CH2:12][C:13]3[CH:18]=[CH:17][CH:16]=[C:15]([C:19]4[CH:24]=[CH:23][N:22]=[CH:21][CH:20]=4)[CH:14]=3)[C:5]([C:6]([NH2:8])=[O:7])=[CH:4][N:3]=2)=[CH:27][CH:28]=1)=[O:31], predict the reactants needed to synthesize it.